This data is from Peptide-MHC class II binding affinity with 134,281 pairs from IEDB. The task is: Regression. Given a peptide amino acid sequence and an MHC pseudo amino acid sequence, predict their binding affinity value. This is MHC class II binding data. (1) The peptide sequence is EKKYFAATQFEPLAD. The MHC is DRB1_1602 with pseudo-sequence DRB1_1602. The binding affinity (normalized) is 0.476. (2) The peptide sequence is GEIQIVDKIDAAFKI. The MHC is DRB1_0802 with pseudo-sequence DRB1_0802. The binding affinity (normalized) is 0.583. (3) The peptide sequence is MLLDNMEVRGGMVAP. The MHC is HLA-DQA10201-DQB10402 with pseudo-sequence HLA-DQA10201-DQB10402. The binding affinity (normalized) is 0.467. (4) The peptide sequence is RGKMDVSGVQAPVGA. The MHC is HLA-DQA10401-DQB10402 with pseudo-sequence HLA-DQA10401-DQB10402. The binding affinity (normalized) is 0.389. (5) The peptide sequence is AQMNQAFRNIVNMLH. The MHC is DRB1_1501 with pseudo-sequence DRB1_1501. The binding affinity (normalized) is 0.524. (6) The binding affinity (normalized) is 0.180. The peptide sequence is AGGAGGVGAVGGKRG. The MHC is HLA-DQA10102-DQB10602 with pseudo-sequence HLA-DQA10102-DQB10602.